From a dataset of Reaction yield outcomes from USPTO patents with 853,638 reactions. Predict the reaction yield, written as a fraction of the theoretical maximum amount of product (1.0 means a 100% yield; for example, 0.34 means a 34% yield). (1) The reactants are [Cl:1][C:2]1[CH:3]=[N:4][CH:5]=[C:6]([C:8]#[CH:9])[CH:7]=1.[F:10][C:11]1[CH:19]=[CH:18][C:17](I)=[CH:16][C:12]=1[C:13]([NH2:15])=[O:14].C(N(CC)CC)C. The catalyst is C1(C=CC=CC=1)[P](C1C=CC=CC=1)(C1C=CC=CC=1)[Pd][P](C1C=CC=CC=1)(C1C=CC=CC=1)C1C=CC=CC=1.[Cu]I.C1(C)C=CC=CC=1. The product is [Cl:1][C:2]1[CH:7]=[C:6]([C:8]#[C:9][C:17]2[CH:18]=[CH:19][C:11]([F:10])=[C:12]([CH:16]=2)[C:13]([NH2:15])=[O:14])[CH:5]=[N:4][CH:3]=1. The yield is 0.320. (2) The reactants are C(=O)([O-])[O-].[Na+].[Na+].O.[NH2:8][C:9]1[CH:10]=[C:11](B(O)O)[CH:12]=[CH:13][CH:14]=1.[Cl:18][C:19]1[N:28]=[C:27](Cl)[C:26]2[C:21](=[CH:22][C:23]([O:32][CH3:33])=[C:24]([O:30][CH3:31])[CH:25]=2)[N:20]=1.[Cl-].[Na+]. The catalyst is O1CCCC1.Cl[Pd]Cl.C1(P(C2C=CC=CC=2)C2C=CC=CC=2)C=CC=CC=1.O. The product is [Cl:18][C:19]1[N:28]=[C:27]([C:13]2[CH:14]=[C:9]([NH2:8])[CH:10]=[CH:11][CH:12]=2)[C:26]2[C:21](=[CH:22][C:23]([O:32][CH3:33])=[C:24]([O:30][CH3:31])[CH:25]=2)[N:20]=1. The yield is 0.621. (3) The reactants are Cl.[NH:2]1[CH2:7][CH2:6][CH2:5][CH2:4][C@@H:3]1[C:8]([O:10][CH3:11])=[O:9].C1C=CC2N(O)N=NC=2C=1.CN1CCOCC1.[C:29]1([CH2:35][O:36][C:37]([NH:39][CH2:40][C:41](O)=[O:42])=[O:38])[CH:34]=[CH:33][CH:32]=[CH:31][CH:30]=1.CCN=C=NCCCN(C)C. The catalyst is C(Cl)Cl. The product is [C:29]1([CH2:35][O:36][C:37]([NH:39][CH2:40][C:41]([N:2]2[CH2:7][CH2:6][CH2:5][CH2:4][C@@H:3]2[C:8]([O:10][CH3:11])=[O:9])=[O:42])=[O:38])[CH:30]=[CH:31][CH:32]=[CH:33][CH:34]=1. The yield is 0.990. (4) The reactants are O[C:2]1[CH:7]=[CH:6][N:5]2[N:8]=[CH:9][C:10]([C:11]([O:13][CH2:14][CH3:15])=[O:12])=[C:4]2[N:3]=1.P(Cl)(Cl)([Cl:18])=O. No catalyst specified. The product is [Cl:18][C:2]1[CH:7]=[CH:6][N:5]2[N:8]=[CH:9][C:10]([C:11]([O:13][CH2:14][CH3:15])=[O:12])=[C:4]2[N:3]=1. The yield is 0.976. (5) The reactants are [CH2:1]1[C@H:5]2[CH2:6][CH2:7][CH2:8][C@H:4]2[CH2:3][N:2]1[CH2:9][CH2:10][CH2:11][O:12][C:13]1[CH:21]=[CH:20][C:16]([C:17]([NH2:19])=[O:18])=[CH:15][CH:14]=1.[ClH:22]. The catalyst is O. The product is [ClH:22].[CH2:1]1[C@H:5]2[CH2:6][CH2:7][CH2:8][C@H:4]2[CH2:3][N:2]1[CH2:9][CH2:10][CH2:11][O:12][C:13]1[CH:14]=[CH:15][C:16]([C:17]([NH2:19])=[O:18])=[CH:20][CH:21]=1. The yield is 0.890. (6) The yield is 0.260. The product is [BrH:8].[CH3:1][CH:2]1[NH:3][CH2:4][CH2:5][N:6]([C:9]2[CH:14]=[CH:13][CH:12]=[CH:11][N:10]=2)[CH2:7]1. No catalyst specified. The reactants are [CH3:1][CH:2]1[CH2:7][NH:6][CH2:5][CH2:4][NH:3]1.[Br:8][C:9]1[CH:14]=[CH:13][CH:12]=[CH:11][N:10]=1. (7) The reactants are C(OC(=O)[NH:7][C:8]1[CH:13]=[CH:12][CH:11]=[C:10]([O:14][C:15]2C(C(=O)NC3C=CC=CC=3)=CN=C(S(C)(=O)=O)N=2)[CH:9]=1)(C)(C)C. The catalyst is CO.[Pd]. The product is [CH3:15][O:14][C:10]1[CH:9]=[C:8]([CH:13]=[CH:12][CH:11]=1)[NH2:7]. The yield is 0.820.